This data is from Reaction yield outcomes from USPTO patents with 853,638 reactions. The task is: Predict the reaction yield, written as a fraction of the theoretical maximum amount of product (1.0 means a 100% yield; for example, 0.34 means a 34% yield). (1) The reactants are C(O)C.[F:4][C:5]1[CH:10]=[CH:9][C:8]([C:11](=O)[C:12](=O)[CH:13]([CH3:15])[CH3:14])=[CH:7][CH:6]=1.[CH2:18]([NH2:21])[CH2:19][NH2:20].[OH-].[K+].[CH3:24][C:25]([CH3:27])=O. The yield is 0.850. The product is [F:4][C:5]1[CH:10]=[CH:9][C:8]([C:11]2[C:12]([CH:13]([CH3:15])[CH3:14])=[N:21][C:18]([CH:25]([CH3:27])[CH3:24])=[CH:19][N:20]=2)=[CH:7][CH:6]=1. The catalyst is O. (2) No catalyst specified. The yield is 0.701. The reactants are [Cl:1][C:2]1[N:3]=[C:4](Cl)[C:5]2[CH2:10][CH2:9][CH:8]([C:11]3[CH:16]=[CH:15][C:14]([F:17])=[CH:13][CH:12]=3)[C:6]=2[N:7]=1.Cl.[CH3:20][NH2:21]. The product is [Cl:1][C:2]1[N:3]=[C:4]([NH:21][CH3:20])[C:5]2[CH2:10][CH2:9][CH:8]([C:11]3[CH:16]=[CH:15][C:14]([F:17])=[CH:13][CH:12]=3)[C:6]=2[N:7]=1. (3) The reactants are [CH:1]1([C:5](=O)[CH2:6][C:7]([O:9]C)=O)[CH2:4][CH2:3][CH2:2]1.[CH3:12][C:13]([CH3:18])([CH3:17])[C:14]([NH2:16])=[NH:15].C[O-].[Na+]. The catalyst is CO. The product is [C:13]([C:14]1[N:16]=[C:7]([OH:9])[CH:6]=[C:5]([CH:1]2[CH2:2][CH2:3][CH2:4]2)[N:15]=1)([CH3:18])([CH3:17])[CH3:12]. The yield is 0.660. (4) The reactants are Cl[C:2]1[N:3]=[CH:4][C:5]([C:8]([N:10]2[CH2:15][CH2:14][C:13]3[NH:16][C:17]([C:19]4[C:27]5[C:22](=[CH:23][C:24]([C:28]6[CH:33]=[C:32]([F:34])[C:31]([OH:35])=[CH:30][C:29]=6[CH2:36][CH3:37])=[CH:25][CH:26]=5)[NH:21][N:20]=4)=[N:18][C:12]=3[CH2:11]2)=[O:9])=[N:6][CH:7]=1.C(OC([N:45]1[CH2:50][CH2:49][NH:48][CH2:47][C@@H:46]1[CH3:51])=O)(C)(C)C. The product is [CH2:36]([C:29]1[CH:30]=[C:31]([OH:35])[C:32]([F:34])=[CH:33][C:28]=1[C:24]1[CH:23]=[C:22]2[C:27]([C:19]([C:17]3[NH:16][C:13]4[CH2:14][CH2:15][N:10]([C:8]([C:5]5[N:6]=[CH:7][C:2]([N:48]6[CH2:49][CH2:50][NH:45][C@@H:46]([CH3:51])[CH2:47]6)=[N:3][CH:4]=5)=[O:9])[CH2:11][C:12]=4[N:18]=3)=[N:20][NH:21]2)=[CH:26][CH:25]=1)[CH3:37]. The yield is 0.250. No catalyst specified. (5) The reactants are Cl[C:2]1[C:11]2[C:6](=[CH:7][CH:8]=[C:9]([S:12][CH3:13])[CH:10]=2)[N:5]=[N:4][C:3]=1[C:14]([NH2:16])=[O:15].[CH2:17]([N:19]1[C:23]([NH2:24])=[CH:22][CH:21]=[N:20]1)[CH3:18].Cl.N1C=CC=CC=1. The catalyst is C(#N)C. The product is [CH2:17]([N:19]1[C:23]([NH:24][C:2]2[C:11]3[C:6](=[CH:7][CH:8]=[C:9]([S:12][CH3:13])[CH:10]=3)[N:5]=[N:4][C:3]=2[C:14]([NH2:16])=[O:15])=[CH:22][CH:21]=[N:20]1)[CH3:18]. The yield is 0.670.